This data is from Full USPTO retrosynthesis dataset with 1.9M reactions from patents (1976-2016). The task is: Predict the reactants needed to synthesize the given product. Given the product [CH:16]1([C:15]2[O:14][N:13]=[C:12]([C:19]3[CH:24]=[CH:23][CH:22]=[CH:21][C:20]=3[O:25][C:26]([F:28])([F:27])[F:29])[C:11]=2[CH2:10][O:9][CH:3]2[CH2:2][CH:1]3[N:8]([C:43]4[S:44][C:45]5[CH:51]=[C:50]([C:52]([O:54][CH3:55])=[O:53])[CH:49]=[C:48]([F:56])[C:46]=5[N:47]=4)[CH:5]([CH2:6][CH2:7]3)[CH2:4]2)[CH2:17][CH2:18]1, predict the reactants needed to synthesize it. The reactants are: [CH:1]12[NH:8][CH:5]([CH2:6][CH2:7]1)[CH2:4][CH:3]([O:9][CH2:10][C:11]1[C:12]([C:19]3[CH:24]=[CH:23][CH:22]=[CH:21][C:20]=3[O:25][C:26]([F:29])([F:28])[F:27])=[N:13][O:14][C:15]=1[CH:16]1[CH2:18][CH2:17]1)[CH2:2]2.CN(C)C(=O)C.C(=O)([O-])[O-].[Cs+].[Cs+].Br[C:43]1[S:44][C:45]2[CH:51]=[C:50]([C:52]([O:54][CH3:55])=[O:53])[CH:49]=[C:48]([F:56])[C:46]=2[N:47]=1.